This data is from Forward reaction prediction with 1.9M reactions from USPTO patents (1976-2016). The task is: Predict the product of the given reaction. (1) Given the reactants [C:1]([C:3]1[C:4]([CH3:27])=[C:5]([C@H:10]2[O:15][CH2:14][C@@H:13]3[CH2:16][N:17](C(OC(C)(C)C)=O)[CH2:18][CH2:19][N:12]3[CH2:11]2)[CH:6]=[CH:7][C:8]=1[F:9])#[N:2].[C:28]([OH:34])([C:30]([F:33])([F:32])[F:31])=[O:29], predict the reaction product. The product is: [F:31][C:30]([F:33])([F:32])[C:28]([OH:34])=[O:29].[F:9][C:8]1[C:3]([C:1]#[N:2])=[C:4]([CH3:27])[C:5]([C@H:10]2[O:15][CH2:14][C@@H:13]3[CH2:16][NH:17][CH2:18][CH2:19][N:12]3[CH2:11]2)=[CH:6][CH:7]=1. (2) Given the reactants [C:1]([C:3]1[CH:8]=[CH:7][C:6]([N:9]=[C:10]=[S:11])=[CH:5][CH:4]=1)#[N:2].[CH3:12][C:13]([CH3:18])([CH3:17])[CH:14]([NH2:16])[CH3:15], predict the reaction product. The product is: [C:1]([C:3]1[CH:4]=[CH:5][C:6]([NH:9][C:10]([NH:16][CH:14]([CH3:15])[C:13]([CH3:18])([CH3:17])[CH3:12])=[S:11])=[CH:7][CH:8]=1)#[N:2]. (3) Given the reactants C(O[C:4]([C:6]1[C:7]([OH:26])=[C:8]2[C:16]([Cl:17])=[C:15]([Cl:18])[N:14]([C:19]3[CH:24]=[CH:23][C:22]([F:25])=[CH:21][CH:20]=3)[C:9]2=[C:10]([C:12]#[N:13])[N:11]=1)=[O:5])C.[NH2:27][CH2:28][C:29]([OH:31])=[O:30].C[O-].[Na+].CO, predict the reaction product. The product is: [Cl:18][C:15]1[N:14]([C:19]2[CH:24]=[CH:23][C:22]([F:25])=[CH:21][CH:20]=2)[C:9]2=[C:10]([C:12]#[N:13])[N:11]=[C:6]([C:4]([NH:27][CH2:28][C:29]([OH:31])=[O:30])=[O:5])[C:7]([OH:26])=[C:8]2[C:16]=1[Cl:17]. (4) Given the reactants [OH:1][C:2]([CH3:33])([CH3:32])[CH2:3][CH2:4][CH2:5][C@@H:6]([C@@H:18]1[C@:26]2([CH3:27])[C@H:21]([C@@H:22]([O:28][C:29](=[O:31])[CH3:30])[CH2:23][CH2:24][CH2:25]2)[CH2:20][CH2:19]1)[CH2:7][CH2:8][C@@H:9]1[C:13]([CH3:15])([CH3:14])[O:12]C(C)(C)[O:10]1.C(OCC)(=O)C, predict the reaction product. The product is: [OH:10][C@@H:9]([C:13]([OH:12])([CH3:15])[CH3:14])[CH2:8][CH2:7][C@H:6]([C@@H:18]1[C@:26]2([CH3:27])[C@H:21]([C@@H:22]([O:28][C:29](=[O:31])[CH3:30])[CH2:23][CH2:24][CH2:25]2)[CH2:20][CH2:19]1)[CH2:5][CH2:4][CH2:3][C:2]([OH:1])([CH3:32])[CH3:33]. (5) The product is: [C:1]([NH:9][C:10]1[N:18]=[CH:17][N:16]=[C:15]2[C:11]=1[N:12]=[CH:13][N:14]2[C@@H:19]1[O:23][C@H:22]([CH2:24][CH2:25][C:26]([O:28][CH3:29])=[O:27])[CH2:21][C@H:20]1[O:30][P:44]([O:45][CH2:46][CH2:47][C:48]#[N:49])[N:43]([CH:40]([CH3:41])[CH3:42])[CH:51]([CH3:52])[CH3:53])(=[O:8])[C:2]1[CH:7]=[CH:6][CH:5]=[CH:4][CH:3]=1. Given the reactants [C:1]([NH:9][C:10]1[N:18]=[CH:17][N:16]=[C:15]2[C:11]=1[N:12]=[CH:13][N:14]2[C@@H:19]1[O:23][C@H:22]([CH2:24][CH2:25][C:26]([O:28][CH3:29])=[O:27])[CH2:21][C@H:20]1[OH:30])(=[O:8])[C:2]1[CH:7]=[CH:6][CH:5]=[CH:4][CH:3]=1.CCN(C(C)C)C(C)C.[CH:40]([N:43]([CH:51]([CH3:53])[CH3:52])[P:44](Cl)[O:45][CH2:46][CH2:47][C:48]#[N:49])([CH3:42])[CH3:41], predict the reaction product. (6) Given the reactants S(Cl)([Cl:3])=O.[O:5]=[C:6]1[C:14]2[C:9](=[CH:10][CH:11]=[CH:12][CH:13]=2)[C:8](=[O:15])[N:7]1[CH2:16][C:17]([OH:19])=O, predict the reaction product. The product is: [O:5]=[C:6]1[C:14]2[C:9](=[CH:10][CH:11]=[CH:12][CH:13]=2)[C:8](=[O:15])[N:7]1[CH2:16][C:17]([Cl:3])=[O:19]. (7) Given the reactants [OH-].[K+].[CH3:3][CH:4]1[C@@H:6]([C:7]([O:9][CH3:10])=[O:8])[C@@H:5]1[C:11]([O:13]C)=[O:12], predict the reaction product. The product is: [CH3:10][O:9][C:7]([CH:6]1[CH:4]([CH3:3])[CH:5]1[C:11]([OH:13])=[O:12])=[O:8]. (8) Given the reactants [C:1]([O:10]C)(=O)[C:2]1[C:3](=[CH:5][CH:6]=[CH:7][CH:8]=1)[SH:4].[C:12]([C:14]1[CH:19]=[CH:18][C:17]([C:20]([F:23])([F:22])[F:21])=[CH:16][N:15]=1)#[N:13].C(N(CC)CC)C, predict the reaction product. The product is: [F:22][C:20]([F:21])([F:23])[C:17]1[CH:18]=[CH:19][C:14]([C:12]2[S:4][C:3]3[CH:5]=[CH:6][CH:7]=[CH:8][C:2]=3[C:1](=[O:10])[N:13]=2)=[N:15][CH:16]=1. (9) Given the reactants S(Cl)(Cl)=O.[Br:5][C:6]1[S:10][C:9]([C:11]([OH:13])=[O:12])=[CH:8][CH:7]=1.[CH3:14]O, predict the reaction product. The product is: [CH3:14][O:12][C:11]([C:9]1[S:10][C:6]([Br:5])=[CH:7][CH:8]=1)=[O:13].